Regression. Given a peptide amino acid sequence and an MHC pseudo amino acid sequence, predict their binding affinity value. This is MHC class I binding data. From a dataset of Peptide-MHC class I binding affinity with 185,985 pairs from IEDB/IMGT. The peptide sequence is ALRANSAVK. The MHC is HLA-A02:01 with pseudo-sequence HLA-A02:01. The binding affinity (normalized) is 0.